This data is from Full USPTO retrosynthesis dataset with 1.9M reactions from patents (1976-2016). The task is: Predict the reactants needed to synthesize the given product. Given the product [CH3:24][N:26]1[CH2:31][CH2:30][CH:29]([NH:32][C:2]2[N:3]([C:13]3[CH:18]=[CH:17][CH:16]=[CH:15][CH:14]=3)[C:4]3[C:9]([C:10]=2[CH:11]=[O:12])=[CH:8][CH:7]=[CH:6][CH:5]=3)[CH2:28][CH2:27]1, predict the reactants needed to synthesize it. The reactants are: Cl[C:2]1[N:3]([C:13]2[CH:18]=[CH:17][CH:16]=[CH:15][CH:14]=2)[C:4]2[C:9]([C:10]=1[CH:11]=[O:12])=[CH:8][CH:7]=[CH:6][CH:5]=2.C(O[C:24]([N:26]1[CH2:31][CH2:30][CH:29]([NH:32]C)[CH2:28][CH2:27]1)=O)(C)(C)C.